From a dataset of Forward reaction prediction with 1.9M reactions from USPTO patents (1976-2016). Predict the product of the given reaction. (1) Given the reactants [CH3:1][N:2]([CH3:20])[C:3]([C:5]1[O:6][C:7]2[C:13]([N:14]3[CH2:19][CH2:18][NH:17][CH2:16][CH2:15]3)=[CH:12][CH:11]=[CH:10][C:8]=2[CH:9]=1)=[O:4].CC1C=CC(S(O[CH2:32][CH2:33][C:34]2[C:39]([O:40][CH3:41])=[CH:38][CH:37]=[CH:36][N:35]=2)(=O)=O)=CC=1, predict the reaction product. The product is: [CH3:41][O:40][C:39]1[C:34]([CH2:33][CH2:32][N:17]2[CH2:18][CH2:19][N:14]([C:13]3[C:7]4[O:6][C:5]([C:3]([N:2]([CH3:20])[CH3:1])=[O:4])=[CH:9][C:8]=4[CH:10]=[CH:11][CH:12]=3)[CH2:15][CH2:16]2)=[N:35][CH:36]=[CH:37][CH:38]=1. (2) Given the reactants [C:1]1([N:7]2[C:15](=[O:16])[C:14]3[C:9]([C:10]4[C:11](=[CH:17][NH:18][CH:19]=4)[NH:12][CH:13]=3)=[N:8]2)[CH:6]=[CH:5][CH:4]=[CH:3][CH:2]=1.C(N(C(C)C)CC)(C)C.[CH3:29][N:30]=[C:31]=[O:32], predict the reaction product. The product is: [CH3:29][NH:30][C:31]([N:18]1[CH:19]=[C:10]2[C:11]([NH:12][CH:13]=[C:14]3[C:15](=[O:16])[N:7]([C:1]4[CH:2]=[CH:3][CH:4]=[CH:5][CH:6]=4)[N:8]=[C:9]32)=[CH:17]1)=[O:32]. (3) Given the reactants N[C:2]1[CH:3]=[C:4]([CH:9]=[C:10]([C:12]([N:14]([CH2:18][CH2:19][CH3:20])[CH2:15][CH2:16][CH3:17])=[O:13])[CH:11]=1)[C:5]([O:7][CH3:8])=[O:6].[ClH:21].N([O-])=O.[Na+].[S:26](=[O:28])=[O:27], predict the reaction product. The product is: [Cl:21][S:26]([C:2]1[CH:3]=[C:4]([CH:9]=[C:10]([C:12]([N:14]([CH2:18][CH2:19][CH3:20])[CH2:15][CH2:16][CH3:17])=[O:13])[CH:11]=1)[C:5]([O:7][CH3:8])=[O:6])(=[O:28])=[O:27]. (4) Given the reactants N[C:2]1[CH:10]=[C:9]2[C:5]([CH2:6][C@H:7]([OH:19])[C@H:8]2[NH:11][C:12](=[O:18])[O:13][C:14]([CH3:17])([CH3:16])[CH3:15])=[CH:4][CH:3]=1.O.C1(C)C=CC(S(O)(=O)=O)=CC=1.N([O-])=O.[Na+].[I-:36].[K+].C(=O)([O-])[O-].[Na+].[Na+], predict the reaction product. The product is: [OH:19][C@H:7]1[CH2:6][C:5]2[C:9](=[CH:10][C:2]([I:36])=[CH:3][CH:4]=2)[C@@H:8]1[NH:11][C:12](=[O:18])[O:13][C:14]([CH3:17])([CH3:16])[CH3:15]. (5) Given the reactants [N:1]([C:4]1[CH:21]=[CH:20][C:7]([C:8]([NH:10][C@H:11]([C@@H:17]([OH:19])[CH3:18])[C:12]([NH:14][CH2:15][CH3:16])=[O:13])=O)=[C:6]([OH:22])[CH:5]=1)=[N+:2]=[N-:3].O=S(Cl)Cl, predict the reaction product. The product is: [N:1]([C:4]1[CH:21]=[CH:20][C:7]([C:8]2[O:19][C@H:17]([CH3:18])[C@H:11]([C:12]([NH:14][CH2:15][CH3:16])=[O:13])[N:10]=2)=[C:6]([OH:22])[CH:5]=1)=[N+:2]=[N-:3]. (6) Given the reactants [CH3:1][O:2][C:3]1[CH:8]=[CH:7][C:6]([CH2:9][C:10](=O)[C:11]([CH3:14])([CH3:13])[CH3:12])=[CH:5][C:4]=1[O:16][CH2:17][CH2:18][CH2:19][O:20][CH3:21].C([O-])(=O)C.[NH4+].[BH3-]C#[N:29].[Na+], predict the reaction product. The product is: [CH3:1][O:2][C:3]1[CH:8]=[CH:7][C:6]([CH2:9][CH:10]([NH2:29])[C:11]([CH3:14])([CH3:13])[CH3:12])=[CH:5][C:4]=1[O:16][CH2:17][CH2:18][CH2:19][O:20][CH3:21]. (7) Given the reactants [NH2:1][C:2]1[N:7]=[C:6]([C:8]2[O:9][CH:10]=[CH:11][CH:12]=2)[C:5]([C:13]#[N:14])=[C:4]([S:15][CH3:16])[N:3]=1.[Br:17]N1C(=O)CCC1=O, predict the reaction product. The product is: [NH2:1][C:2]1[N:7]=[C:6]([C:8]2[O:9][C:10]([Br:17])=[CH:11][CH:12]=2)[C:5]([C:13]#[N:14])=[C:4]([S:15][CH3:16])[N:3]=1. (8) Given the reactants [CH:1]([N:4]([CH2:8]C)C(C)C)(C)C.ClC(OC1C=CC([N+]([O-])=O)=CC=1)=[O:12].[O:23]=[C:24]1[NH:33][CH:32]([C:34]2[CH:41]=[CH:40][C:37]([C:38]#[N:39])=[CH:36][C:35]=2[CH3:42])[C:31]2[C:30](=[O:43])[CH2:29][CH2:28][CH2:27][C:26]=2[N:25]1[C:44]1[CH:49]=[CH:48][CH:47]=[C:46]([C:50]([F:53])([F:52])[F:51])[CH:45]=1.CN, predict the reaction product. The product is: [C:38]([C:37]1[CH:40]=[CH:41][C:34]([CH:32]2[C:31]3[C:30](=[O:43])[CH2:29][CH2:28][CH2:27][C:26]=3[N:25]([C:44]3[CH:49]=[CH:48][CH:47]=[C:46]([C:50]([F:53])([F:51])[F:52])[CH:45]=3)[C:24](=[O:23])[N:33]2[C:8]([NH:4][CH3:1])=[O:12])=[C:35]([CH3:42])[CH:36]=1)#[N:39]. (9) Given the reactants [NH2:1][C:2]1[N:11]=[C:10]([C:12]([N:14]2[CH2:22][C:21]3[C:16](=[CH:17][CH:18]=[CH:19][CH:20]=3)[CH2:15]2)=[O:13])[C:9]2[C:4](=[CH:5][CH:6]=[C:7]([C:23]3[CH:30]=[CH:29][CH:28]=[CH:27][C:24]=3[CH:25]=O)[CH:8]=2)[N:3]=1.[NH:31]([CH2:35][CH2:36][OH:37])[CH2:32][CH2:33][OH:34].C(O)(=O)C.C(O[BH-](OC(=O)C)OC(=O)C)(=O)C.[Na+], predict the reaction product. The product is: [NH2:1][C:2]1[N:11]=[C:10]([C:12]([N:14]2[CH2:22][C:21]3[C:16](=[CH:17][CH:18]=[CH:19][CH:20]=3)[CH2:15]2)=[O:13])[C:9]2[C:4](=[CH:5][CH:6]=[C:7]([C:23]3[CH:30]=[CH:29][CH:28]=[CH:27][C:24]=3[CH2:25][N:31]([CH2:35][CH2:36][OH:37])[CH2:32][CH2:33][OH:34])[CH:8]=2)[N:3]=1. (10) Given the reactants [CH3:1][O:2][C:3]([C:5]1[S:6][CH:7]=[CH:8][C:9]=1[NH2:10])=[O:4].[O:11](C(OC(C)(C)C)=O)[C:12]([O:14][C:15]([CH3:18])([CH3:17])[CH3:16])=O, predict the reaction product. The product is: [CH3:1][O:2][C:3]([C:5]1[S:6][CH:7]=[CH:8][C:9]=1[NH:10][C:12]([O:14][C:15]([CH3:18])([CH3:17])[CH3:16])=[O:11])=[O:4].